Dataset: Reaction yield outcomes from USPTO patents with 853,638 reactions. Task: Predict the reaction yield, written as a fraction of the theoretical maximum amount of product (1.0 means a 100% yield; for example, 0.34 means a 34% yield). (1) The reactants are C([N:8]1[CH2:13][CH2:12][C@H:11]([N:14]2[CH2:19][CH2:18][O:17][CH2:16][CH2:15]2)[C@H:10]([C:20]2[CH:25]=[CH:24][C:23]([Cl:26])=[CH:22][CH:21]=2)[CH2:9]1)C1C=CC=CC=1.ClC(OC(Cl)=O)C.C(N(CC)CC)C.[F:41][C:42]([F:57])([F:56])[C:43]1[CH:44]=[C:45]([CH:49]=[C:50]([C:52]([F:55])([F:54])[F:53])[CH:51]=1)[C:46](Cl)=[O:47]. The catalyst is ClCCl.O.CO. The product is [F:41][C:42]([F:57])([F:56])[C:43]1[CH:44]=[C:45]([C:46]([N:8]2[CH2:13][CH2:12][C@H:11]([N:14]3[CH2:19][CH2:18][O:17][CH2:16][CH2:15]3)[C@H:10]([C:20]3[CH:25]=[CH:24][C:23]([Cl:26])=[CH:22][CH:21]=3)[CH2:9]2)=[O:47])[CH:49]=[C:50]([C:52]([F:55])([F:54])[F:53])[CH:51]=1. The yield is 0.900. (2) The reactants are CCCP(O)(O)=O.Cl.[F:9][CH:10]([F:24])[O:11][C:12]1[CH:17]=[CH:16][CH:15]=[CH:14][C:13]=1[CH:18]1[CH2:23][CH2:22][CH2:21][NH:20][CH2:19]1.C(N(CC)CC)C.[CH3:32][N:33]([CH3:43])[C:34]1[CH:35]=[C:36]([CH:40]=[CH:41][N:42]=1)[C:37](O)=[O:38]. The catalyst is C(Cl)Cl. The yield is 0.270. The product is [F:24][CH:10]([F:9])[O:11][C:12]1[CH:17]=[CH:16][CH:15]=[CH:14][C:13]=1[CH:18]1[CH2:23][CH2:22][CH2:21][N:20]([C:37]([C:36]2[CH:40]=[CH:41][N:42]=[C:34]([N:33]([CH3:43])[CH3:32])[CH:35]=2)=[O:38])[CH2:19]1.